Dataset: Full USPTO retrosynthesis dataset with 1.9M reactions from patents (1976-2016). Task: Predict the reactants needed to synthesize the given product. (1) Given the product [Br:1][C:2]1[N:3]([CH:18]2[CH2:23][CH2:22][CH2:21][CH2:20][O:19]2)[C:4]2[C:9]([N:10]=1)=[C:8]([NH2:11])[N:7]=[C:6]([NH:12][C@@H:13]([CH3:17])[CH2:14][CH2:15][CH3:16])[N:5]=2, predict the reactants needed to synthesize it. The reactants are: [Br:1][C:2]1[N:3]([CH:18]2[CH2:23][CH2:22][CH2:21][CH2:20][O:19]2)[C:4]2[C:9]([N:10]=1)=[C:8]([NH2:11])[N:7]=[C:6]([NH:12][C@H:13]([CH3:17])[CH2:14][CH2:15][CH3:16])[N:5]=2.C[C@H](NC1N=C2C(N=CN2C2CCCCO2)=C(N)N=1)CCC. (2) Given the product [O:1]([C:8]1[CH:9]=[C:10]([CH:25]=[CH:26][CH:27]=1)[CH2:11][NH:12][C:13]1[CH:18]=[CH:17][C:16]([C@@H:19]2[CH2:21][C@H:20]2[C:22]([NH:55][CH2:54][C:53]([F:57])([F:56])[F:52])=[O:23])=[CH:15][CH:14]=1)[C:2]1[CH:7]=[CH:6][CH:5]=[CH:4][CH:3]=1, predict the reactants needed to synthesize it. The reactants are: [O:1]([C:8]1[CH:9]=[C:10]([CH:25]=[CH:26][CH:27]=1)[CH2:11][NH:12][C:13]1[CH:18]=[CH:17][C:16]([C@@H:19]2[CH2:21][C@H:20]2[C:22](O)=[O:23])=[CH:15][CH:14]=1)[C:2]1[CH:7]=[CH:6][CH:5]=[CH:4][CH:3]=1.CN(C(ON1N=NC2C=CC=NC1=2)=[N+](C)C)C.F[P-](F)(F)(F)(F)F.[F:52][C:53]([F:57])([F:56])[CH2:54][NH2:55]. (3) The reactants are: [C:1]([O:4][CH2:5][C:6]([OH:8])=O)(=[O:3])[CH3:2].Cl.[NH2:10][CH2:11][C:12]1[C:17]([Cl:18])=[N:16][CH:15]=[CH:14][N:13]=1. Given the product [C:1]([O:4][CH2:5][C:6]([NH:10][CH2:11][C:12]1[C:17]([Cl:18])=[N:16][CH:15]=[CH:14][N:13]=1)=[O:8])(=[O:3])[CH3:2], predict the reactants needed to synthesize it. (4) Given the product [Br:16][C:17]1[C:18](=[O:24])[O:19][CH:20]([CH:27]([OH:28])[C:7]2[C:6]3[C:5](=[CH:11][CH:12]=[CH:13][CH:14]=3)[CH:10]=[CH:9][CH:8]=2)[C:21]=1[O:22][CH3:23], predict the reactants needed to synthesize it. The reactants are: C(N[CH:5]1[CH2:10][CH2:9][CH2:8][CH2:7][CH2:6]1)(C)C.[CH2:11]([Li])[CH2:12][CH2:13][CH3:14].[Br:16][C:17]1[C:18](=[O:24])[O:19][CH2:20][C:21]=1[O:22][CH3:23].C1C[O:28][CH2:27]C1. (5) Given the product [C:1]([N:62]1[CH2:63][CH2:64][CH:60]([C:58]([NH:57][CH2:56][CH2:55][NH:54][C:52]([C:50]2[C:49]([C:65]([F:67])([F:66])[F:68])=[N:48][N:47]([C:41]3[CH:46]=[CH:45][CH:44]=[CH:43][CH:42]=3)[CH:51]=2)=[O:53])=[O:59])[CH2:61]1)(=[O:9])[C:2]1[CH:3]=[CH:4][CH:5]=[CH:6][CH:7]=1, predict the reactants needed to synthesize it. The reactants are: [C:1]([OH:9])(=O)[C:2]1[CH:7]=[CH:6][CH:5]=[CH:4][CH:3]=1.C1C=CC2N(O)N=NC=2C=1.O.CCN=C=NCCCN(C)C.Cl.C(N(CC)CC)C.Cl.[C:41]1([N:47]2[CH:51]=[C:50]([C:52]([NH:54][CH2:55][CH2:56][NH:57][C:58]([CH:60]3[CH2:64][CH2:63][NH:62][CH2:61]3)=[O:59])=[O:53])[C:49]([C:65]([F:68])([F:67])[F:66])=[N:48]2)[CH:46]=[CH:45][CH:44]=[CH:43][CH:42]=1. (6) Given the product [CH3:35][N:34]([CH3:36])[C:32]([C:26]1([C:23]2[CH:24]=[CH:25][C:20]([C:17]3[N:16]=[C:15]([C:11]4[CH:12]=[C:13]([CH3:14])[N:9]([CH2:8][C:5]5[CH:6]=[N:7][C:2]([NH:38][CH3:37])=[CH:3][CH:4]=5)[N:10]=4)[O:19][N:18]=3)=[CH:21][CH:22]=2)[CH2:31][CH2:30][O:29][CH2:28][CH2:27]1)=[O:33], predict the reactants needed to synthesize it. The reactants are: Cl[C:2]1[N:7]=[CH:6][C:5]([CH2:8][N:9]2[C:13]([CH3:14])=[CH:12][C:11]([C:15]3[O:19][N:18]=[C:17]([C:20]4[CH:25]=[CH:24][C:23]([C:26]5([C:32]([N:34]([CH3:36])[CH3:35])=[O:33])[CH2:31][CH2:30][O:29][CH2:28][CH2:27]5)=[CH:22][CH:21]=4)[N:16]=3)=[N:10]2)=[CH:4][CH:3]=1.[CH3:37][NH2:38].